Dataset: Reaction yield outcomes from USPTO patents with 853,638 reactions. Task: Predict the reaction yield, written as a fraction of the theoretical maximum amount of product (1.0 means a 100% yield; for example, 0.34 means a 34% yield). (1) The reactants are [Si:1]([O:8][C:9]1[CH:10]=[C:11]([C:16]([C:18]2[CH:23]=[C:22]([O:24][C:25]([F:30])([F:29])[CH:26]([F:28])[F:27])[CH:21]=[C:20]([F:31])[CH:19]=2)=O)[CH:12]=[CH:13][C:14]=1[F:15])([C:4]([CH3:7])([CH3:6])[CH3:5])([CH3:3])[CH3:2].[CH3:32][C:33]([S@:36]([NH2:38])=[O:37])([CH3:35])[CH3:34]. The catalyst is C1COCC1. The product is [Si:1]([O:8][C:9]1[CH:10]=[C:11]([C:16]([C:18]2[CH:23]=[C:22]([O:24][C:25]([F:30])([F:29])[CH:26]([F:28])[F:27])[CH:21]=[C:20]([F:31])[CH:19]=2)=[N:38][S@@:36]([C:33]([CH3:35])([CH3:34])[CH3:32])=[O:37])[CH:12]=[CH:13][C:14]=1[F:15])([C:4]([CH3:7])([CH3:6])[CH3:5])([CH3:3])[CH3:2]. The yield is 0.800. (2) The reactants are BrCBr.Cl[Si](C)(C)C.[C:9]([O:13][C:14]([N:16]1[CH2:19][CH:18](I)[CH2:17]1)=[O:15])([CH3:12])([CH3:11])[CH3:10].[Cl:21][C:22]1[CH:27]=[C:26](I)[CH:25]=[CH:24][N:23]=1.O1C=CC=C1P(C1OC=CC=1)C1OC=CC=1. The catalyst is CN(C=O)C.[Zn]. The product is [Cl:21][C:22]1[N:23]=[CH:24][C:25]([CH:18]2[CH2:19][N:16]([C:14]([O:13][C:9]([CH3:12])([CH3:11])[CH3:10])=[O:15])[CH2:17]2)=[CH:26][CH:27]=1. The yield is 0.540. (3) The reactants are C1(N2CCN(CC3CCC4C(=CC=CC=4)N3)CC2)C2C(=CC=CC=2)C=CN=1.[F:28][C:29]1[CH:30]=[CH:31][CH:32]=[C:33]2[C:38]=1[N:37]=[C:36]([CH2:39][N:40]1[CH2:45][CH2:44][N:43]([C:46]3[CH:54]=[CH:53][CH:52]=[C:51]4[C:47]=3[CH:48]=[CH:49][NH:50]4)[CH2:42][CH2:41]1)[CH:35]=[CH:34]2. No catalyst specified. The product is [F:28][C:29]1[CH:30]=[CH:31][CH:32]=[C:33]2[C:38]=1[NH:37][CH:36]([CH2:39][N:40]1[CH2:45][CH2:44][N:43]([C:46]3[CH:54]=[CH:53][CH:52]=[C:51]4[C:47]=3[CH:48]=[CH:49][NH:50]4)[CH2:42][CH2:41]1)[CH2:35][CH2:34]2. The yield is 0.570. (4) The reactants are [F:1][C:2]1[CH:7]=[CH:6][C:5]([NH:8][C:9]([C:11]2([C:14]([OH:16])=O)[CH2:13][CH2:12]2)=[O:10])=[CH:4][CH:3]=1.C1(C(O)=O)(C(O)=O)CC1.FC1C=CC([NH2:31])=CC=1.[CH3:34][O:35][C:36]1[CH:61]=[CH:60][C:39]([CH2:40][N:41]2[C:45]3=[N:46][CH:47]=[CH:48][C:49]([O:50][C:51]4[CH:56]=[CH:55][C:54](N)=[CH:53][C:52]=4[CH3:58])=[C:44]3[C:43]([CH3:59])=[N:42]2)=[CH:38][CH:37]=1. No catalyst specified. The product is [F:1][C:2]1[CH:3]=[CH:4][C:5]([N:8]([C:54]2[CH:55]=[CH:56][C:51]([O:50][C:49]3[CH:48]=[CH:47][N:46]=[C:45]4[N:41]([CH2:40][C:39]5[CH:38]=[CH:37][C:36]([O:35][CH3:34])=[CH:61][CH:60]=5)[N:42]=[C:43]([CH3:59])[C:44]=34)=[C:52]([CH3:58])[CH:53]=2)[C:9]([C:11]2([C:14]([NH2:31])=[O:16])[CH2:12][CH2:13]2)=[O:10])=[CH:6][CH:7]=1. The yield is 0.110. (5) The reactants are [F:1][C:2]([F:7])([F:6])[C:3]([OH:5])=[O:4].[F:8][C:9]([F:14])([F:13])[C:10]([OH:12])=[O:11].FC(F)(F)C(O)=O.[Cl:22][C:23]1[CH:24]=[N:25][C:26]2[NH:27][C:28]3[CH:29]=[N:30][CH:31]=[C:32]([CH:54]=3)[CH2:33][CH2:34][C:35]3[CH:43]=[C:39]([NH:40][C:41]=1[N:42]=2)[CH:38]=[CH:37][C:36]=3[NH:44][C:45](=[O:53])[CH2:46][CH:47]1[CH2:52][CH2:51][NH:50][CH2:49][CH2:48]1.[CH3:55][C:56]([CH3:61])([CH3:60])[C:57](Cl)=[O:58]. No catalyst specified. The product is [F:1][C:2]([F:7])([F:6])[C:3]([OH:5])=[O:4].[F:8][C:9]([F:14])([F:13])[C:10]([OH:12])=[O:11].[Cl:22][C:23]1[CH:24]=[N:25][C:26]2[NH:27][C:28]3[CH:29]=[N:30][CH:31]=[C:32]([CH:54]=3)[CH2:33][CH2:34][C:35]3[CH:43]=[C:39]([NH:40][C:41]=1[N:42]=2)[CH:38]=[CH:37][C:36]=3[NH:44][C:45](=[O:53])[CH2:46][CH:47]1[CH2:52][CH2:51][N:50]([C:57](=[O:58])[C:56]([CH3:61])([CH3:60])[CH3:55])[CH2:49][CH2:48]1. The yield is 0.320. (6) The reactants are [Cl:1][C:2]1[N:7]=[C:6](Cl)[C:5]([I:9])=[CH:4][N:3]=1.C(N(CC)CC)C.[NH2:17][C@H:18]([CH3:21])[CH2:19][OH:20]. The catalyst is C(#N)C.C(OCC)(=O)C. The product is [Cl:1][C:2]1[N:7]=[C:6]([NH:17][C@H:18]([CH3:21])[CH2:19][OH:20])[C:5]([I:9])=[CH:4][N:3]=1. The yield is 0.880. (7) The reactants are [O:1]1[CH:5]=[CH:4][CH:3]=[C:2]1[C:6](=[O:16])[CH2:7][C:8]1[CH:13]=[CH:12][N:11]=[C:10]([S:14][CH3:15])[N:9]=1.C(O[CH:20](OCC)[N:21]([CH3:23])[CH3:22])C. No catalyst specified. The product is [CH3:20][N:21]([CH3:23])/[CH:22]=[C:7](/[C:8]1[CH:13]=[CH:12][N:11]=[C:10]([S:14][CH3:15])[N:9]=1)\[C:6]([C:2]1[O:1][CH:5]=[CH:4][CH:3]=1)=[O:16]. The yield is 1.00. (8) The reactants are [F:1][C:2]1[CH:3]=[C:4]([NH:9][C:10](=[O:22])[CH2:11][C:12]([NH:14][C:15]2[CH:20]=[CH:19][C:18]([F:21])=[CH:17][CH:16]=2)=[O:13])[CH:5]=[CH:6][C:7]=1[OH:8].[N:23]1[CH:28]=[CH:27][C:26](B(O)O)=[CH:25][CH:24]=1.N1C=CC=CC=1. The catalyst is C([O-])(=O)C.[Cu+2].C([O-])(=O)C.C(Cl)Cl. The product is [F:1][C:2]1[CH:3]=[C:4]([NH:9][C:10](=[O:22])[CH2:11][C:12]([NH:14][C:15]2[CH:20]=[CH:19][C:18]([F:21])=[CH:17][CH:16]=2)=[O:13])[CH:5]=[CH:6][C:7]=1[O:8][C:26]1[CH:27]=[CH:28][N:23]=[CH:24][CH:25]=1. The yield is 0.210. (9) The reactants are [CH3:1][OH:2].[Na].Cl[C:5]1[C:14]2[C:9](=[CH:10][CH:11]=[CH:12][CH:13]=2)[CH:8]=[C:7]([Cl:15])[N:6]=1. The catalyst is C(#N)C. The product is [Cl:15][C:7]1[N:6]=[C:5]([O:2][CH3:1])[C:14]2[C:9]([CH:8]=1)=[CH:10][CH:11]=[CH:12][CH:13]=2. The yield is 0.940.